From a dataset of Peptide-MHC class I binding affinity with 185,985 pairs from IEDB/IMGT. Regression. Given a peptide amino acid sequence and an MHC pseudo amino acid sequence, predict their binding affinity value. This is MHC class I binding data. (1) The peptide sequence is TVEFDRDKVV. The MHC is HLA-A68:02 with pseudo-sequence HLA-A68:02. The binding affinity (normalized) is 0.272. (2) The peptide sequence is SVLAPLVPTGS. The MHC is Mamu-B03 with pseudo-sequence Mamu-B03. The binding affinity (normalized) is 0. (3) The peptide sequence is NSSFIIDGPN. The MHC is HLA-B58:01 with pseudo-sequence HLA-B58:01. The binding affinity (normalized) is 0.844. (4) The peptide sequence is QRSTLERTSKASLER. The MHC is HLA-B15:01 with pseudo-sequence HLA-B15:01. The binding affinity (normalized) is 0.00625. (5) The peptide sequence is IYCGFKFAW. The MHC is HLA-B08:02 with pseudo-sequence HLA-B08:02. The binding affinity (normalized) is 0.0847.